This data is from Catalyst prediction with 721,799 reactions and 888 catalyst types from USPTO. The task is: Predict which catalyst facilitates the given reaction. Reactant: [Br:1][C:2]1[CH:7]=[CH:6][C:5]([C:8]2([CH3:11])[CH2:10][O:9]2)=[CH:4][CH:3]=1.Br[C:13]1[NH:14][C:15]([N+:18]([O-:20])=[O:19])=[CH:16][N:17]=1. Product: [Br:1][C:2]1[CH:3]=[CH:4][C:5]([C:8]2([CH3:11])[O:9][C:13]3=[N:14][C:15]([N+:18]([O-:20])=[O:19])=[CH:16][N:17]3[CH2:10]2)=[CH:6][CH:7]=1. The catalyst class is: 66.